From a dataset of Full USPTO retrosynthesis dataset with 1.9M reactions from patents (1976-2016). Predict the reactants needed to synthesize the given product. Given the product [Br:1][C:2]1[C:7]([CH2:8][O:20][C:15]2[CH:16]=[CH:17][CH:18]=[CH:19][C:14]=2[C:13]([F:21])([F:22])[F:12])=[CH:6][CH:5]=[CH:4][C:3]=1[CH2:10][O:26][C:23]1[CH:18]=[CH:17][CH:16]=[CH:15][C:14]=1[C:13]([F:22])([F:21])[F:12], predict the reactants needed to synthesize it. The reactants are: [Br:1][C:2]1[C:7]([CH2:8]Br)=[CH:6][CH:5]=[CH:4][C:3]=1[CH2:10]Br.[F:12][C:13]([F:22])([F:21])[C:14]1[CH:19]=[CH:18][CH:17]=[CH:16][C:15]=1[OH:20].[C:23](=[O:26])([O-])[O-].[K+].[K+].